The task is: Predict the product of the given reaction.. This data is from Forward reaction prediction with 1.9M reactions from USPTO patents (1976-2016). (1) Given the reactants [CH3:1][O:2][C:3]1[CH:12]=[CH:11][C:10]([N+:13]([O-])=O)=[CH:9][C:4]=1[C:5]([O:7][CH3:8])=[O:6], predict the reaction product. The product is: [NH2:13][C:10]1[CH:11]=[CH:12][C:3]([O:2][CH3:1])=[C:4]([CH:9]=1)[C:5]([O:7][CH3:8])=[O:6]. (2) Given the reactants [Cl:1][C:2]1[CH:3]=[C:4](/[N:9]=[C:10]2\SC[N:13]\2[C:14](=O)[CH:15]([CH3:17])[CH3:16])[CH:5]=[C:6]([Cl:8])[CH:7]=1.[NH2:19][NH2:20], predict the reaction product. The product is: [Cl:8][C:6]1[CH:5]=[C:4]([NH:9][C:10]2[N:13]=[C:14]([CH:15]([CH3:16])[CH3:17])[NH:20][N:19]=2)[CH:3]=[C:2]([Cl:1])[CH:7]=1. (3) Given the reactants [Br:1][C:2]1[C:3]([F:11])=[C:4]([CH:8]=[CH:9][CH:10]=1)[C:5]([NH2:7])=O.S(C)C, predict the reaction product. The product is: [Br:1][C:2]1[C:3]([F:11])=[C:4]([CH2:5][NH2:7])[CH:8]=[CH:9][CH:10]=1. (4) Given the reactants [Cl:1][C:2]1[CH:3]=[C:4]2[C:8](=[CH:9][CH:10]=1)[C:7](=O)[CH2:6][CH2:5]2.C(OC([N:19]1[CH2:24][CH2:23][NH:22][CH2:21][CH2:20]1)=O)(C)(C)C, predict the reaction product. The product is: [Cl:1][C:2]1[CH:3]=[C:4]2[C:8](=[CH:9][CH:10]=1)[CH:7]([N:19]1[CH2:24][CH2:23][NH:22][CH2:21][CH2:20]1)[CH2:6][CH2:5]2.